This data is from Reaction yield outcomes from USPTO patents with 853,638 reactions. The task is: Predict the reaction yield, written as a fraction of the theoretical maximum amount of product (1.0 means a 100% yield; for example, 0.34 means a 34% yield). (1) The reactants are [C:1]([SiH2:5][O:6][C:7]([CH3:32])([CH3:31])[C:8]1[CH:13]=[CH:12][C:11]([C:14]2[CH:19]=[C:18]([O:20][CH3:21])[CH:17]=[CH:16][C:15]=2[F:22])=[C:10]([C:23]([OH:30])([CH2:27][CH:28]=C)[CH2:24][CH:25]=C)[CH:9]=1)([CH3:4])([CH3:3])[CH3:2]. The catalyst is C(Cl)Cl. The product is [C:1]([SiH2:5][O:6][C:7]([CH3:31])([CH3:32])[C:8]1[CH:13]=[CH:12][C:11]([C:14]2[CH:19]=[C:18]([O:20][CH3:21])[CH:17]=[CH:16][C:15]=2[F:22])=[C:10]([C:23]2([OH:30])[CH2:24][CH:25]=[CH:28][CH2:27]2)[CH:9]=1)([CH3:2])([CH3:3])[CH3:4]. The yield is 0.450. (2) The yield is 0.960. The product is [N:22]1[C:23]2[C:28](=[CH:27][CH:26]=[CH:25][CH:24]=2)[CH:29]=[CH:30][C:21]=1[N:19]1[CH2:20][CH:17]([O:16][C:3]2[CH:2]=[CH:7][N:6]=[C:5]([N:8]3[CH2:13][CH2:12][CH:11]([CH2:14][OH:15])[CH2:10][CH2:9]3)[N:4]=2)[CH2:18]1. The reactants are Br[C:2]1[C:3]([O:16][CH:17]2[CH2:20][N:19]([C:21]3[CH:30]=[CH:29][C:28]4[C:23](=[CH:24][CH:25]=[CH:26][CH:27]=4)[N:22]=3)[CH2:18]2)=[N:4][C:5]([N:8]2[CH2:13][CH2:12][CH:11]([CH2:14][OH:15])[CH2:10][CH2:9]2)=[N:6][CH:7]=1. The catalyst is CO.[Pd]. (3) The reactants are [CH2:1]([O:3][C:4]1[CH:5]=[C:6]([C:27](O)=[O:28])[C:7]2[NH:11][C:10]([NH:12][C:13]([C:15]3[N:16]=[CH:17][C:18]4[C:23]([CH:24]=3)=[CH:22][CH:21]=[CH:20][CH:19]=4)=[O:14])=[N:9][C:8]=2[C:25]=1[F:26])[CH3:2].CN(C(ON1N=NC2C=CC=CC1=2)=[N+](C)C)C.F[P-](F)(F)(F)(F)F.CCN(C(C)C)C(C)C.Cl.[CH3:64][S:65]([C:68]1[CH:75]=[CH:74][C:71]([CH2:72][NH2:73])=[CH:70][CH:69]=1)(=[O:67])=[O:66]. The catalyst is CN(C=O)C.[Cl-].[Na+].O. The product is [CH2:1]([O:3][C:4]1[CH:5]=[C:6]([C:27](=[O:28])[NH:73][CH2:72][C:71]2[CH:70]=[CH:69][C:68]([S:65]([CH3:64])(=[O:67])=[O:66])=[CH:75][CH:74]=2)[C:7]2[NH:11][C:10]([NH:12][C:13]([C:15]3[N:16]=[CH:17][C:18]4[C:23]([CH:24]=3)=[CH:22][CH:21]=[CH:20][CH:19]=4)=[O:14])=[N:9][C:8]=2[C:25]=1[F:26])[CH3:2]. The yield is 0.450. (4) The reactants are [F:1][C:2]([F:41])([F:40])[C:3]1[CH:4]=[C:5]([C:13]([CH3:39])([CH3:38])[C:14]([N:16]([C:18]2[CH:19]=[N:20][C:21]([N:32]3[CH2:35][CH:34](SC)[CH2:33]3)=[CH:22][C:23]=2[C:24]2[CH:29]=[CH:28][C:27]([F:30])=[CH:26][C:25]=2[CH3:31])[CH3:17])=[O:15])[CH:6]=[C:7]([C:9]([F:12])([F:11])[F:10])[CH:8]=1.Cl[C:43]1C=CC=C(C(OO)=O)C=1.[S:53]([O-:56])(O)=[O:54].[Na+]. The catalyst is ClCCl. The product is [F:40][C:2]([F:1])([F:41])[C:3]1[CH:4]=[C:5]([C:13]([CH3:38])([CH3:39])[C:14]([N:16]([C:18]2[CH:19]=[N:20][C:21]([N:32]3[CH2:33][CH:34]([S:53]([CH3:43])(=[O:56])=[O:54])[CH2:35]3)=[CH:22][C:23]=2[C:24]2[CH:29]=[CH:28][C:27]([F:30])=[CH:26][C:25]=2[CH3:31])[CH3:17])=[O:15])[CH:6]=[C:7]([C:9]([F:10])([F:11])[F:12])[CH:8]=1. The yield is 0.600. (5) The reactants are FC1C=CC=CC=1NC(=S)NC1C=CC(C2C=C3C(CN([C@@H](C(C)C)C(O)=O)C3=O)=CC=2)=CC=1.[CH3:35][O:36][C:37]1[CH:38]=[C:39]([NH:43][C:44](=[S:70])[NH:45][C:46]2[CH:51]=[CH:50][C:49]([C:52]3[CH:60]=[C:59]4[C:55]([CH2:56][N:57]([C@@H:62]([CH:67]([CH3:69])[CH3:68])[C:63]([O:65]C)=[O:64])[C:58]4=[O:61])=[CH:54][CH:53]=3)=[CH:48][CH:47]=2)[CH:40]=[CH:41][CH:42]=1. No catalyst specified. The product is [CH3:35][O:36][C:37]1[CH:38]=[C:39]([NH:43][C:44](=[S:70])[NH:45][C:46]2[CH:47]=[CH:48][C:49]([C:52]3[CH:60]=[C:59]4[C:55]([CH2:56][N:57]([C@@H:62]([CH:67]([CH3:68])[CH3:69])[C:63]([OH:65])=[O:64])[C:58]4=[O:61])=[CH:54][CH:53]=3)=[CH:50][CH:51]=2)[CH:40]=[CH:41][CH:42]=1. The yield is 0.870.